Dataset: Forward reaction prediction with 1.9M reactions from USPTO patents (1976-2016). Task: Predict the product of the given reaction. (1) Given the reactants BrC1C=CC2OC3C(=O)NC(C4CCN(C(OC(C)(C)C)=O)CC4)=NC=3C=2C=1.[Br:29][C:30]1[CH:31]=[CH:32][C:33]2[O:37][C:36]([C:38](=[O:40])[NH2:39])=[C:35]([NH:41][C:42]([C:44]3[CH:58]=[CH:57][C:47]([CH2:48][NH:49][C:50](=[O:56])[O:51][C:52]([CH3:55])([CH3:54])[CH3:53])=[CH:46][CH:45]=3)=O)[C:34]=2[CH:59]=1.BrC1C=CC2OC(C(=O)N)=C(NC(C3CCN(C(OC(C)(C)C)=O)CC3)=O)C=2C=1, predict the reaction product. The product is: [Br:29][C:30]1[CH:31]=[CH:32][C:33]2[O:37][C:36]3[C:38](=[O:40])[NH:39][C:42]([C:44]4[CH:58]=[CH:57][C:47]([CH2:48][NH:49][C:50](=[O:56])[O:51][C:52]([CH3:55])([CH3:54])[CH3:53])=[CH:46][CH:45]=4)=[N:41][C:35]=3[C:34]=2[CH:59]=1. (2) The product is: [CH3:53][O:52][CH2:51][C:50]#[C:49][C:47]1[CH:48]=[C:43]([C:22]2[CH:21]=[C:20]3[C:25](=[CH:24][CH:23]=2)[O:26][CH2:27][C:28]2([CH2:31][O:30][CH2:29]2)[C:19]23[CH2:18][O:17][C:16]([N:8]([C:6]([O:5][C:1]([CH3:3])([CH3:4])[CH3:2])=[O:7])[C:9]([O:11][C:12]([CH3:15])([CH3:13])[CH3:14])=[O:10])=[N:41]2)[CH:44]=[N:45][CH:46]=1. Given the reactants [C:1]([O:5][C:6]([N:8]([C:16]1[O:17][CH2:18][C:19]2([N:41]=1)[C:28]1([CH2:31][O:30][CH2:29]1)[CH2:27][O:26][C:25]1[C:20]2=[CH:21][C:22](B2OC(C)(C)C(C)(C)O2)=[CH:23][CH:24]=1)[C:9]([O:11][C:12]([CH3:15])([CH3:14])[CH3:13])=[O:10])=[O:7])([CH3:4])([CH3:3])[CH3:2].Br[C:43]1[CH:44]=[N:45][CH:46]=[C:47]([C:49]#[C:50][CH2:51][O:52][CH3:53])[CH:48]=1.C([O-])([O-])=O.[Na+].[Na+].O1CCOCC1, predict the reaction product. (3) Given the reactants Cl[C:2]1[C:3](N)=[N:4]C=[CH:6][CH:7]=1.CC[N:11](CC)CC.[C:16](Cl)(=[O:18])[CH3:17].C([O-])(O)=O.[Na+].[CH2:25]([Cl:27])Cl, predict the reaction product. The product is: [Cl:27][C:25]1[C:6]([NH:11][C:16](=[O:18])[CH3:17])=[CH:7][CH:2]=[CH:3][N:4]=1. (4) Given the reactants FC(F)(F)S(O[C:7]1[CH2:8][CH2:9][N:10]([C:13]([O:15][C:16]([CH3:19])([CH3:18])[CH3:17])=[O:14])[CH2:11][CH:12]=1)(=O)=O.C1([As](C2C=CC=CC=2)C2C=CC=CC=2)C=CC=CC=1.[Li+].[Cl-].C([Sn]([C:56]1[CH:61]=[CH:60][CH:59]=[CH:58][N:57]=1)(CCCC)CCCC)CCC, predict the reaction product. The product is: [N:57]1[CH:58]=[CH:59][CH:60]=[C:61]([C:7]2[CH2:8][CH2:9][N:10]([C:13]([O:15][C:16]([CH3:19])([CH3:18])[CH3:17])=[O:14])[CH2:11][CH:12]=2)[CH:56]=1. (5) Given the reactants [N+:1]([C:4]1[CH:9]=[CH:8][C:7]([N:10]2[CH2:15][CH2:14][O:13][CH:12]([CH2:16][CH2:17][OH:18])[CH2:11]2)=[CH:6][CH:5]=1)([O-])=O, predict the reaction product. The product is: [NH2:1][C:4]1[CH:5]=[CH:6][C:7]([N:10]2[CH2:15][CH2:14][O:13][CH:12]([CH2:16][CH2:17][OH:18])[CH2:11]2)=[CH:8][CH:9]=1. (6) Given the reactants [CH3:1][C:2]1[C:6]([CH2:7][O:8][C:9]2[CH:14]=[CH:13][C:12]([S:15]([NH:18][C:19]3[C:20]([CH3:37])=[N:21][C:22]([CH:25]4[CH2:29][CH2:28][N:27]([CH2:30][C:31]5[CH:36]=[CH:35][CH:34]=[CH:33][CH:32]=5)[CH2:26]4)=[CH:23][CH:24]=3)(=[O:17])=[O:16])=[CH:11][CH:10]=2)=[C:5]([CH3:38])[O:4][N:3]=1.[CH3:39][C:40](N=C(N(C)C)N(C)C)([CH3:42])[CH3:41].BrCC(C)C, predict the reaction product. The product is: [CH2:30]([N:27]1[CH2:28][CH2:29][CH:25]([C:22]2[N:21]=[C:20]([CH3:37])[C:19]([N:18]([CH2:39][CH:40]([CH3:42])[CH3:41])[S:15]([C:12]3[CH:11]=[CH:10][C:9]([O:8][CH2:7][C:6]4[C:2]([CH3:1])=[N:3][O:4][C:5]=4[CH3:38])=[CH:14][CH:13]=3)(=[O:16])=[O:17])=[CH:24][CH:23]=2)[CH2:26]1)[C:31]1[CH:32]=[CH:33][CH:34]=[CH:35][CH:36]=1. (7) Given the reactants C[O:2][C:3]([C:5]1[C:10]([Br:11])=[CH:9][CH:8]=[CH:7][N:6]=1)=O.[BH4-].[Na+], predict the reaction product. The product is: [Br:11][C:10]1[C:5]([CH2:3][OH:2])=[N:6][CH:7]=[CH:8][CH:9]=1. (8) Given the reactants CO[C:3](=[O:25])[C:4]1[CH:9]=[CH:8][C:7]([O:10][CH2:11][C:12]2[C:13]([C:18]3[CH:23]=[CH:22][CH:21]=[CH:20][C:19]=3[F:24])=[N:14][O:15][C:16]=2[CH3:17])=[N:6][CH:5]=1.[NH2:26][CH:27]1[CH2:32][CH2:31][O:30][CH2:29][CH2:28]1, predict the reaction product. The product is: [F:24][C:19]1[CH:20]=[CH:21][CH:22]=[CH:23][C:18]=1[C:13]1[C:12]([CH2:11][O:10][C:7]2[CH:8]=[CH:9][C:4]([C:3]([NH:26][CH:27]3[CH2:32][CH2:31][O:30][CH2:29][CH2:28]3)=[O:25])=[CH:5][N:6]=2)=[C:16]([CH3:17])[O:15][N:14]=1. (9) Given the reactants [CH2:1]([O:3][C:4](=[O:21])[CH2:5][C:6]1[CH:11]=[CH:10][C:9](B2OC(C)(C)C(C)(C)O2)=[CH:8][CH:7]=1)C.[C:22]1([C@H:28]([O:30][C:31](=[O:46])[NH:32][C:33]2[N:34]=[N:35][N:36]([C:39]3[CH:44]=[CH:43][C:42](Br)=[CH:41][CH:40]=3)[C:37]=2[CH3:38])[CH3:29])[CH:27]=[CH:26][CH:25]=[CH:24][CH:23]=1.P([O-])([O-])([O-])=O.[K+].[K+].[K+].COC1C=CC=C(OC)C=1C1C=CC=CC=1P(C1CCCCC1)C1CCCCC1, predict the reaction product. The product is: [CH3:1][O:3][C:4](=[O:21])[CH2:5][C:6]1[CH:7]=[CH:8][C:9]([C:42]2[CH:41]=[CH:40][C:39]([N:36]3[C:37]([CH3:38])=[C:33]([NH:32][C:31]([O:30][C@@H:28]([C:22]4[CH:27]=[CH:26][CH:25]=[CH:24][CH:23]=4)[CH3:29])=[O:46])[N:34]=[N:35]3)=[CH:44][CH:43]=2)=[CH:10][CH:11]=1. (10) Given the reactants [CH3:1][C:2]([C:6]1[S:7][CH:8]=[CH:9][CH:10]=1)([CH3:5])[C:3]#[N:4].[H-].[Al+3].[Li+].[H-].[H-].[H-], predict the reaction product. The product is: [CH3:1][C:2]([C:6]1[S:7][CH:8]=[CH:9][CH:10]=1)([CH3:5])[CH2:3][NH2:4].